Dataset: Full USPTO retrosynthesis dataset with 1.9M reactions from patents (1976-2016). Task: Predict the reactants needed to synthesize the given product. (1) Given the product [F:30][C:28]([F:29])([F:31])[C:26]1[CH:25]=[CH:24][N:23]2[C:19]([C:2]3[N:7]=[C:6]([C:8]4[CH:9]=[N:10][CH:11]=[CH:12][CH:13]=4)[CH:5]=[CH:4][CH:3]=3)=[CH:20][N:21]=[C:22]2[N:27]=1, predict the reactants needed to synthesize it. The reactants are: Br[C:2]1[N:7]=[C:6]([C:8]2[CH:9]=[N:10][CH:11]=[CH:12][CH:13]=2)[CH:5]=[CH:4][CH:3]=1.C([Sn](CCCC)(CCCC)[C:19]1[N:23]2[CH:24]=[CH:25][C:26]([C:28]([F:31])([F:30])[F:29])=[N:27][C:22]2=[N:21][CH:20]=1)CCC. (2) The reactants are: [Br:1][C:2]1[CH:7]=[CH:6][C:5]([C:8]([O:10]C)=O)=[C:4]([F:12])[CH:3]=1.[H-].[Al+3].[Li+].[H-].[H-].[H-].N1C=CN=C1.[CH3:24][C:25]([Si:28](Cl)([CH3:30])[CH3:29])([CH3:27])[CH3:26]. Given the product [Br:1][C:2]1[CH:7]=[CH:6][C:5]([CH2:8][O:10][Si:28]([C:25]([CH3:27])([CH3:26])[CH3:24])([CH3:30])[CH3:29])=[C:4]([F:12])[CH:3]=1, predict the reactants needed to synthesize it.